This data is from Rat liver microsome stability data. The task is: Regression/Classification. Given a drug SMILES string, predict its absorption, distribution, metabolism, or excretion properties. Task type varies by dataset: regression for continuous measurements (e.g., permeability, clearance, half-life) or binary classification for categorical outcomes (e.g., BBB penetration, CYP inhibition). Dataset: rlm. (1) The compound is COc1cc([C@@]2(O)CCN(CC(N)=O)C[C@@H]2O)ccc1Nc1ncc2ccc(-c3ccccc3OC)n2n1. The result is 0 (unstable in rat liver microsomes). (2) The compound is COc1cccc(-c2nc(-c3c(C)noc3C)cc3[nH]c(C)cc23)c1OC. The result is 1 (stable in rat liver microsomes). (3) The drug is COC(=O)Nc1ccc2c(c1)oc1cc(S(=O)(=O)N[C@H](C(=O)O)C(C)C)ccc12. The result is 0 (unstable in rat liver microsomes). (4) The compound is Cn1nnc2c(N3CCOCC3)nc(-c3ccc(NC(=O)Nc4cccs4)cc3)nc21. The result is 1 (stable in rat liver microsomes). (5) The compound is CC(=O)c1cc(C(=O)N2CC(O)C2)c(Nc2ccc(I)cc2F)n1C. The result is 1 (stable in rat liver microsomes). (6) The compound is CC(C)(C)c1ccc(-c2ccnc(C#N)c2)cc1. The result is 1 (stable in rat liver microsomes). (7) The drug is CC(C)(Nc1nc(-c2ccccc2C(F)(F)F)nc2ccccc12)c1ccc(-c2cccc(C(F)(F)F)c2)cc1. The result is 0 (unstable in rat liver microsomes). (8) The drug is FC(F)(F)c1cc(-c2ccc(CNc3nc(-c4ccccc4C(F)(F)F)nc4ccsc34)cc2)ccn1. The result is 1 (stable in rat liver microsomes).